From a dataset of Reaction yield outcomes from USPTO patents with 853,638 reactions. Predict the reaction yield, written as a fraction of the theoretical maximum amount of product (1.0 means a 100% yield; for example, 0.34 means a 34% yield). (1) The reactants are Br[C:2]1[CH:7]=[CH:6][C:5]([NH:8][C:9](=[O:15])[O:10][C:11]([CH3:14])([CH3:13])[CH3:12])=[CH:4][C:3]=1[F:16].C[Mg+].[Br-].[Li]C(C)(C)C.[Cl:25][C:26]1[CH:27]=[C:28]([CH:31]=[CH:32][N:33]=1)[CH:29]=[O:30]. The catalyst is C1COCC1.CO. The product is [Cl:25][C:26]1[CH:27]=[C:28]([CH:29]([OH:30])[C:2]2[CH:7]=[CH:6][C:5]([NH:8][C:9](=[O:15])[O:10][C:11]([CH3:14])([CH3:13])[CH3:12])=[CH:4][C:3]=2[F:16])[CH:31]=[CH:32][N:33]=1. The yield is 0.410. (2) The reactants are Cl[C:2]1[CH:11]=[C:10]([CH3:12])[C:9]2[C:4](=[CH:5][CH:6]=[C:7]([O:13][CH3:14])[CH:8]=2)[N:3]=1.[NH2:15][CH2:16][C@H:17]1[CH2:21][CH2:20][CH2:19][C@@H:18]1[NH:22][C:23](=[O:29])[O:24][C:25]([CH3:28])([CH3:27])[CH3:26].C([O-])([O-])=O.[Cs+].[Cs+].C1C=CC(P(C2C(C3C(P(C4C=CC=CC=4)C4C=CC=CC=4)=CC=C4C=3C=CC=C4)=C3C(C=CC=C3)=CC=2)C2C=CC=CC=2)=CC=1. The catalyst is O1CCOCC1.CCOC(C)=O.CO.CC([O-])=O.CC([O-])=O.[Pd+2]. The product is [CH3:14][O:13][C:7]1[CH:8]=[C:9]2[C:4](=[CH:5][CH:6]=1)[N:3]=[C:2]([NH:15][CH2:16][C@H:17]1[CH2:21][CH2:20][CH2:19][C@@H:18]1[NH:22][C:23](=[O:29])[O:24][C:25]([CH3:27])([CH3:26])[CH3:28])[CH:11]=[C:10]2[CH3:12]. The yield is 0.340. (3) The reactants are [I:1][C:2]1[CH:7]=[CH:6][C:5]([OH:8])=[CH:4][CH:3]=1.[Cl-].[Cl-].[Mg+2].[CH2:12]=[O:13].Cl. The catalyst is C(#N)C.C(N(CC)CC)C. The product is [OH:8][C:5]1[CH:6]=[CH:7][C:2]([I:1])=[CH:3][C:4]=1[CH:12]=[O:13]. The yield is 0.660. (4) The reactants are [Cl:1][C:2]1[CH:3]=[C:4]([NH2:20])[C:5]([NH2:19])=[CH:6][C:7]=1[C:8]1[CH:13]=[CH:12][C:11]([Cl:14])=[CH:10][C:9]=1[C:15]([F:18])([F:17])[F:16]. The catalyst is FC(F)(F)C(O)=O.Cl. The product is [Cl:1][C:2]1[C:7]([C:8]2[CH:13]=[CH:12][C:11]([Cl:14])=[CH:10][C:9]=2[C:15]([F:17])([F:18])[F:16])=[CH:6][C:5]2[NH:19][C:9]([C:15]([F:18])([F:17])[F:16])=[N:20][C:4]=2[CH:3]=1. The yield is 0.820. (5) The reactants are [NH2:1][CH:2]([CH2:6][O:7][C:8]([CH3:11])([CH3:10])[CH3:9])[C:3]([NH2:5])=[O:4].[S:12](Cl)(Cl)=O.O. The catalyst is ClCCl.C(N(CC)CC)C. The product is [C:8]([O:7][CH2:6][C:2]1[C:3]([OH:4])=[N:5][S:12][N:1]=1)([CH3:11])([CH3:10])[CH3:9]. The yield is 0.210. (6) The reactants are C([Li])CCC.[O:6]1[CH2:11][CH2:10][CH2:9][CH2:8][CH:7]1[N:12]1[CH:16]=[C:15]([C:17]2[CH:22]=[CH:21][N:20]=[CH:19][CH:18]=2)[CH:14]=[N:13]1.[CH2:23]([Sn:27](Cl)([CH2:32][CH2:33][CH2:34][CH3:35])[CH2:28][CH2:29][CH2:30][CH3:31])[CH2:24][CH2:25][CH3:26]. The catalyst is C1COCC1. The product is [O:6]1[CH2:11][CH2:10][CH2:9][CH2:8][CH:7]1[N:12]1[C:16]([Sn:27]([CH2:28][CH2:29][CH2:30][CH3:31])([CH2:32][CH2:33][CH2:34][CH3:35])[CH2:23][CH2:24][CH2:25][CH3:26])=[C:15]([C:17]2[CH:22]=[CH:21][N:20]=[CH:19][CH:18]=2)[CH:14]=[N:13]1. The yield is 0.450. (7) The product is [CH2:2]([O:4][C:5]1[CH:6]=[C:7]2[C:12](=[C:13]3[CH2:17][C:16]([CH3:18])([CH3:19])[O:15][C:14]=13)[C:11]([C:20]1[CH:21]=[C:22]([CH:26]=[CH:27][CH:28]=1)[C:23]([N:35]1[CH2:36][CH2:41][CH2:40][CH2:39]1)=[O:24])=[N:10][C:9]([CH3:30])([CH3:29])[CH2:8]2)[CH3:3]. The reactants are Cl.[CH2:2]([O:4][C:5]1[CH:6]=[C:7]2[C:12](=[C:13]3[CH2:17][C:16]([CH3:19])([CH3:18])[O:15][C:14]=13)[C:11]([C:20]1[CH:21]=[C:22]([CH:26]=[CH:27][CH:28]=1)[C:23](O)=[O:24])=[N:10][C:9]([CH3:30])([CH3:29])[CH2:8]2)[CH3:3].O.ON1C2C=[CH:39][CH:40]=[CH:41][C:36]=2[N:35]=N1.N1CCCC1.Cl.C(N=C=NCCCN(C)C)C.C(N(CC)CC)C. The yield is 0.840. The catalyst is CN(C)C=O.O.